The task is: Regression. Given two drug SMILES strings and cell line genomic features, predict the synergy score measuring deviation from expected non-interaction effect.. This data is from NCI-60 drug combinations with 297,098 pairs across 59 cell lines. (1) Drug 1: C1CCN(CC1)CCOC2=CC=C(C=C2)C(=O)C3=C(SC4=C3C=CC(=C4)O)C5=CC=C(C=C5)O. Drug 2: C1=CC(=CC=C1C#N)C(C2=CC=C(C=C2)C#N)N3C=NC=N3. Cell line: TK-10. Synergy scores: CSS=2.38, Synergy_ZIP=1.46, Synergy_Bliss=5.92, Synergy_Loewe=2.05, Synergy_HSA=2.67. (2) Drug 1: CC12CCC3C(C1CCC2O)C(CC4=C3C=CC(=C4)O)CCCCCCCCCS(=O)CCCC(C(F)(F)F)(F)F. Drug 2: COC1=NC(=NC2=C1N=CN2C3C(C(C(O3)CO)O)O)N. Cell line: BT-549. Synergy scores: CSS=2.90, Synergy_ZIP=2.11, Synergy_Bliss=5.61, Synergy_Loewe=1.75, Synergy_HSA=1.98. (3) Drug 1: CCC1(CC2CC(C3=C(CCN(C2)C1)C4=CC=CC=C4N3)(C5=C(C=C6C(=C5)C78CCN9C7C(C=CC9)(C(C(C8N6C=O)(C(=O)OC)O)OC(=O)C)CC)OC)C(=O)OC)O.OS(=O)(=O)O. Drug 2: CC1CCC2CC(C(=CC=CC=CC(CC(C(=O)C(C(C(=CC(C(=O)CC(OC(=O)C3CCCCN3C(=O)C(=O)C1(O2)O)C(C)CC4CCC(C(C4)OC)O)C)C)O)OC)C)C)C)OC. Cell line: HCT-15. Synergy scores: CSS=4.37, Synergy_ZIP=-4.09, Synergy_Bliss=-0.719, Synergy_Loewe=-10.5, Synergy_HSA=-2.96. (4) Drug 1: CC1=C2C(C(=O)C3(C(CC4C(C3C(C(C2(C)C)(CC1OC(=O)C(C(C5=CC=CC=C5)NC(=O)C6=CC=CC=C6)O)O)OC(=O)C7=CC=CC=C7)(CO4)OC(=O)C)O)C)OC(=O)C. Drug 2: COCCOC1=C(C=C2C(=C1)C(=NC=N2)NC3=CC=CC(=C3)C#C)OCCOC.Cl. Cell line: HOP-92. Synergy scores: CSS=22.4, Synergy_ZIP=-3.07, Synergy_Bliss=4.52, Synergy_Loewe=5.72, Synergy_HSA=6.46. (5) Drug 1: CC12CCC3C(C1CCC2O)C(CC4=C3C=CC(=C4)O)CCCCCCCCCS(=O)CCCC(C(F)(F)F)(F)F. Drug 2: CN(CCCl)CCCl.Cl. Cell line: EKVX. Synergy scores: CSS=0.425, Synergy_ZIP=1.43, Synergy_Bliss=3.74, Synergy_Loewe=-3.74, Synergy_HSA=-0.632. (6) Drug 1: CS(=O)(=O)C1=CC(=C(C=C1)C(=O)NC2=CC(=C(C=C2)Cl)C3=CC=CC=N3)Cl. Drug 2: CC(CN1CC(=O)NC(=O)C1)N2CC(=O)NC(=O)C2. Cell line: ACHN. Synergy scores: CSS=28.4, Synergy_ZIP=-5.72, Synergy_Bliss=-3.82, Synergy_Loewe=-10.4, Synergy_HSA=-5.25. (7) Drug 1: C1CCC(CC1)NC(=O)N(CCCl)N=O. Drug 2: CN1C(=O)N2C=NC(=C2N=N1)C(=O)N. Cell line: HCT116. Synergy scores: CSS=28.3, Synergy_ZIP=5.83, Synergy_Bliss=9.10, Synergy_Loewe=-5.37, Synergy_HSA=8.24. (8) Drug 1: CC1=C(C=C(C=C1)NC2=NC=CC(=N2)N(C)C3=CC4=NN(C(=C4C=C3)C)C)S(=O)(=O)N.Cl. Drug 2: C1=NC2=C(N=C(N=C2N1C3C(C(C(O3)CO)O)O)F)N. Cell line: EKVX. Synergy scores: CSS=-2.13, Synergy_ZIP=1.98, Synergy_Bliss=-0.0260, Synergy_Loewe=-2.33, Synergy_HSA=-3.18.